Predict the reaction yield, written as a fraction of the theoretical maximum amount of product (1.0 means a 100% yield; for example, 0.34 means a 34% yield). From a dataset of Reaction yield outcomes from USPTO patents with 853,638 reactions. (1) The reactants are [BH4-].[Na+].[CH3:3][O:4][C:5]([CH2:7][N:8]1[N:12]=[N:11][C:10](/[CH:13]=[C:14]2\[CH2:15][N:16]([C:21]([C:34]3[CH:39]=[CH:38][CH:37]=[CH:36][CH:35]=3)([C:28]3[CH:33]=[CH:32][CH:31]=[CH:30][CH:29]=3)[C:22]3[CH:27]=[CH:26][CH:25]=[CH:24][CH:23]=3)[CH2:17][CH2:18][C:19]\2=[O:20])=[N:9]1)=[O:6]. The catalyst is O1CCCC1. The product is [CH3:3][O:4][C:5]([CH2:7][N:8]1[N:12]=[N:11][C:10](/[CH:13]=[C:14]2\[CH2:15][N:16]([C:21]([C:34]3[CH:35]=[CH:36][CH:37]=[CH:38][CH:39]=3)([C:28]3[CH:29]=[CH:30][CH:31]=[CH:32][CH:33]=3)[C:22]3[CH:23]=[CH:24][CH:25]=[CH:26][CH:27]=3)[CH2:17][CH2:18][CH:19]\2[OH:20])=[N:9]1)=[O:6]. The yield is 0.290. (2) The reactants are [Cl-].O[NH3+:3].[C:4](=[O:7])([O-])[OH:5].[Na+].CS(C)=O.[C:13]([O:16][C:17]([CH3:56])([CH3:55])[C:18]([O:20][C@H:21]1[CH2:26][CH2:25][C@H:24]([N:27]2[C:32](=[O:33])[C:31]([CH2:34][C:35]3[CH:40]=[CH:39][C:38]([C:41]4[CH:46]=[CH:45][CH:44]=[CH:43][C:42]=4[C:47]#[N:48])=[CH:37][CH:36]=3)=[C:30]([CH2:49][CH2:50][CH3:51])[N:29]3[N:52]=[CH:53][CH:54]=[C:28]23)[CH2:23][CH2:22]1)=[O:19])(=[O:15])[CH3:14]. The catalyst is C(OCC)(=O)C. The product is [C:13]([O:16][C:17]([CH3:55])([CH3:56])[C:18]([O:20][C@H:21]1[CH2:26][CH2:25][C@H:24]([N:27]2[C:32](=[O:33])[C:31]([CH2:34][C:35]3[CH:36]=[CH:37][C:38]([C:41]4[CH:46]=[CH:45][CH:44]=[CH:43][C:42]=4[C:47]4[NH:3][C:4](=[O:7])[O:5][N:48]=4)=[CH:39][CH:40]=3)=[C:30]([CH2:49][CH2:50][CH3:51])[N:29]3[N:52]=[CH:53][CH:54]=[C:28]23)[CH2:23][CH2:22]1)=[O:19])(=[O:15])[CH3:14]. The yield is 0.550. (3) The reactants are [NH2:1][C:2]1([C:20]([OH:22])=[O:21])[CH2:7][CH2:6][C:5]([C:14]2[CH:19]=[CH:18][CH:17]=[CH:16][CH:15]=2)([C:8]2[CH:13]=[CH:12][CH:11]=[CH:10][CH:9]=2)[CH2:4][CH2:3]1.C(N(CC)CC)C.[C:30](=O)([O:46]N1C(=O)CCC1=O)[O:31][CH2:32][CH:33]1[C:45]2[CH:44]=[CH:43][CH:42]=[CH:41][C:40]=2[C:39]2[C:34]1=[CH:35][CH:36]=[CH:37][CH:38]=2. The catalyst is C(#N)C.O. The product is [C:30]([CH:7]1[CH2:6][C:5]([C:8]2[CH:13]=[CH:12][CH:11]=[CH:10][CH:9]=2)([C:14]2[CH:15]=[CH:16][CH:17]=[CH:18][CH:19]=2)[CH2:4][CH2:3][C:2]1([NH2:1])[C:20]([OH:22])=[O:21])([O:31][CH2:32][CH:33]1[C:34]2[C:39](=[CH:38][CH:37]=[CH:36][CH:35]=2)[C:40]2[C:45]1=[CH:44][CH:43]=[CH:42][CH:41]=2)=[O:46]. The yield is 0.390. (4) The reactants are [CH2:1]([O:8][C:9]1[CH:17]=[CH:16][C:12]([C:13]([OH:15])=O)=[CH:11][C:10]=1[C:18]([NH:20][C:21]1[CH:26]=[C:25]([C:27]([F:30])([F:29])[F:28])[CH:24]=[C:23]([C:31]([F:34])([F:33])[F:32])[CH:22]=1)=[O:19])[C:2]1[CH:7]=[CH:6][CH:5]=[CH:4][CH:3]=1.[NH:35]1[CH2:40][CH2:39][CH2:38][CH2:37][CH2:36]1. No catalyst specified. The product is [CH2:1]([O:8][C:9]1[CH:17]=[CH:16][C:12]([C:13]([N:35]2[CH2:40][CH2:39][CH2:38][CH2:37][CH2:36]2)=[O:15])=[CH:11][C:10]=1[C:18]([NH:20][C:21]1[CH:22]=[C:23]([C:31]([F:34])([F:33])[F:32])[CH:24]=[C:25]([C:27]([F:30])([F:28])[F:29])[CH:26]=1)=[O:19])[C:2]1[CH:7]=[CH:6][CH:5]=[CH:4][CH:3]=1. The yield is 0.564. (5) The reactants are [Cl:1][C:2]1[CH:3]=[C:4](/[CH:9]=[CH:10]/[C:11]([OH:13])=O)[CH:5]=[CH:6][C:7]=1[Cl:8].C[N:15]([CH:17]=[O:18])[CH3:16].[C:19](Cl)(=[O:23])C(Cl)=O. The catalyst is C1COCC1. The product is [CH2:9]([C@@H:16]1[CH2:19][O:23][C:17](=[O:18])[N:15]1[C:11](=[O:13])/[CH:10]=[CH:9]/[C:4]1[CH:5]=[CH:6][C:7]([Cl:8])=[C:2]([Cl:1])[CH:3]=1)[C:4]1[CH:5]=[CH:6][CH:7]=[CH:2][CH:3]=1. The yield is 0.490. (6) The reactants are [CH3:1][C:2]1[C:12]([N+:13]([O-:15])=[O:14])=[CH:11][C:10]([N+:16]([O-:18])=[O:17])=[CH:9][C:3]=1[C:4]([O:6][CH2:7][CH3:8])=[O:5].C[C:20]([N:22]([CH3:24])[CH3:23])=O. The catalyst is CN(C=O)C. The product is [CH3:20][N:22]([CH3:24])/[CH:23]=[CH:1]/[C:2]1[C:12]([N+:13]([O-:15])=[O:14])=[CH:11][C:10]([N+:16]([O-:18])=[O:17])=[CH:9][C:3]=1[C:4]([O:6][CH2:7][CH3:8])=[O:5]. The yield is 0.480. (7) The reactants are C(OC([N:8]1[CH2:13][CH2:12][CH:11]([C:14]2[CH:19]=[CH:18][C:17]([NH2:20])=[C:16](Br)[CH:15]=2)[CH2:10][CH2:9]1)=O)(C)(C)C.[CH3:22][C:23]1([CH3:32])[CH2:28][CH2:27][C:26](B(O)O)=[CH:25][CH2:24]1.[C:33]([O-:36])([O-])=[O:34].[Na+].[Na+]. The catalyst is C1(C)C=CC=CC=1.CCO.CCOC(C)=O.C1C=CC([P]([Pd]([P](C2C=CC=CC=2)(C2C=CC=CC=2)C2C=CC=CC=2)([P](C2C=CC=CC=2)(C2C=CC=CC=2)C2C=CC=CC=2)[P](C2C=CC=CC=2)(C2C=CC=CC=2)C2C=CC=CC=2)(C2C=CC=CC=2)C2C=CC=CC=2)=CC=1. The product is [C:11]([O:36][C:33]([C:11]1([C:14]2[CH:19]=[CH:18][C:17]([NH2:20])=[C:16]([C:26]3[CH2:27][CH2:28][C:23]([CH3:32])([CH3:22])[CH2:24][CH:25]=3)[CH:15]=2)[CH2:10][CH2:9][NH:8][CH2:13][CH2:12]1)=[O:34])([CH3:14])([CH3:12])[CH3:10]. The yield is 0.330.